Predict the product of the given reaction. From a dataset of Forward reaction prediction with 1.9M reactions from USPTO patents (1976-2016). Given the reactants Br[CH2:2][C:3]([C:5]1[CH:10]=[CH:9][C:8]([F:11])=[CH:7][C:6]=1[F:12])=O.Cl.[NH:14]1[CH2:18][CH2:17][CH2:16][C:15]1=[NH:19].C([O-])([O-])=O.[Na+].[Na+].O, predict the reaction product. The product is: [F:12][C:6]1[CH:7]=[C:8]([F:11])[CH:9]=[CH:10][C:5]=1[C:3]1[N:19]=[C:15]2[CH2:16][CH2:17][CH2:18][N:14]2[CH:2]=1.